Dataset: hERG potassium channel inhibition data for cardiac toxicity prediction from Karim et al.. Task: Regression/Classification. Given a drug SMILES string, predict its toxicity properties. Task type varies by dataset: regression for continuous values (e.g., LD50, hERG inhibition percentage) or binary classification for toxic/non-toxic outcomes (e.g., AMES mutagenicity, cardiotoxicity, hepatotoxicity). Dataset: herg_karim. (1) The molecule is CN(C)CC=CC(=O)Nc1cc2c(Nc3ccc(F)c(Cl)c3)ncnc2cc1O[C@H]1CCOC1. The result is 0 (non-blocker). (2) The compound is O=[N+]([O-])c1ccc(CCN2CCNCC2)cc1. The result is 1 (blocker). (3) The molecule is COc1cc(C(C)C)c(Oc2cnc(NC(CO)CO)nc2N)cc1I. The result is 0 (non-blocker). (4) The drug is C[C@@H]1CCCN1CCc1ccc2nc(C(C)(C)C)ccc2c1. The result is 1 (blocker).